Dataset: Reaction yield outcomes from USPTO patents with 853,638 reactions. Task: Predict the reaction yield, written as a fraction of the theoretical maximum amount of product (1.0 means a 100% yield; for example, 0.34 means a 34% yield). (1) The reactants are [F:1][C:2]1[CH:24]=[CH:23][C:5]([CH2:6][C@@H:7]2[CH2:12][C@@H:11]([C:13]3[O:17][NH:16][C:15](=[O:18])[CH:14]=3)[CH2:10][CH2:9][N:8]2C(OC)=O)=[CH:4][CH:3]=1.Br. No catalyst specified. The product is [F:1][C:2]1[CH:24]=[CH:23][C:5]([CH2:6][C@@H:7]2[CH2:12][C@@H:11]([C:13]3[O:17][NH:16][C:15](=[O:18])[CH:14]=3)[CH2:10][CH2:9][NH:8]2)=[CH:4][CH:3]=1. The yield is 0.700. (2) The reactants are [N:1]([CH2:4][CH:5]1[CH2:9][C:8]2[CH:10]=[CH:11][CH:12]=[C:13]([C:14]3[CH:19]=[CH:18][CH:17]=[CH:16][C:15]=3[CH3:20])[C:7]=2[O:6]1)=[N+]=[N-]. The catalyst is [Pd]. The product is [CH3:20][C:15]1[CH:16]=[CH:17][CH:18]=[CH:19][C:14]=1[C:13]1[C:7]2[O:6][CH:5]([CH2:4][NH2:1])[CH2:9][C:8]=2[CH:10]=[CH:11][CH:12]=1. The yield is 0.670. (3) The catalyst is C1COCC1. The reactants are [OH:1][CH:2]([C:8]1[CH:13]=[CH:12][C:11]([C:14]2[N:18]=[C:17]([C:19]3[O:23][N:22]=[C:21]([C:24]4[CH:29]=[CH:28][CH:27]=[CH:26][CH:25]=4)[C:20]=3[C:30]([F:33])([F:32])[F:31])[O:16][N:15]=2)=[CH:10][CH:9]=1)[C:3]([O:5]CC)=[O:4].CO.[Li+].[OH-]. The yield is 0.734. The product is [OH:1][CH:2]([C:8]1[CH:13]=[CH:12][C:11]([C:14]2[N:18]=[C:17]([C:19]3[O:23][N:22]=[C:21]([C:24]4[CH:29]=[CH:28][CH:27]=[CH:26][CH:25]=4)[C:20]=3[C:30]([F:31])([F:32])[F:33])[O:16][N:15]=2)=[CH:10][CH:9]=1)[C:3]([OH:5])=[O:4]. (4) The reactants are [F:1][C:2]1[CH:3]=[C:4]([CH:8]=[C:9]([Br:11])[CH:10]=1)[CH:5]=[N:6]O. The catalyst is C(#N)C.C([O-])(=O)C.[Cu+2].C([O-])(=O)C. The product is [F:1][C:2]1[CH:3]=[C:4]([CH:8]=[C:9]([Br:11])[CH:10]=1)[C:5]#[N:6]. The yield is 0.890. (5) The reactants are [Cl-].O[NH3+:3].[C:4](=[O:7])([O-])[OH:5].[Na+].CS(C)=O.[CH2:13]([C:17]1[N:18]=[C:19]([CH3:47])[N:20]([CH2:39][C:40]2[CH:45]=[CH:44][CH:43]=[CH:42][C:41]=2[F:46])[C:21](=[O:38])[C:22]=1[CH2:23][C:24]1[CH:29]=[CH:28][C:27]([C:30]2[C:31]([C:36]#[N:37])=[CH:32][CH:33]=[CH:34][CH:35]=2)=[CH:26][CH:25]=1)[CH2:14][CH2:15][CH3:16]. The catalyst is C(OCC)(=O)C. The product is [CH2:13]([C:17]1[N:18]=[C:19]([CH3:47])[N:20]([CH2:39][C:40]2[CH:45]=[CH:44][CH:43]=[CH:42][C:41]=2[F:46])[C:21](=[O:38])[C:22]=1[CH2:23][C:24]1[CH:25]=[CH:26][C:27]([C:30]2[CH:35]=[CH:34][CH:33]=[CH:32][C:31]=2[C:36]2[NH:3][C:4](=[O:7])[O:5][N:37]=2)=[CH:28][CH:29]=1)[CH2:14][CH2:15][CH3:16]. The yield is 0.780. (6) The reactants are [Cl:1][C:2]1[C:3]([F:43])=[C:4]([C@@H:8]2[C@:12]([C:15]3[CH:20]=[CH:19][C:18]([Cl:21])=[CH:17][C:16]=3[F:22])([C:13]#[N:14])[C@H:11]([CH2:23][C:24]([CH3:27])([CH3:26])[CH3:25])[N:10]([CH3:28])[C@H:9]2[C:29]([NH:31][C:32]2[CH:40]=[CH:39][C:35]([C:36](O)=[O:37])=[CH:34][C:33]=2[O:41][CH3:42])=[O:30])[CH:5]=[CH:6][CH:7]=1.[CH3:44][N:45](C(ON1N=NC2C=CC=NC1=2)=[N+](C)C)C.F[P-](F)(F)(F)(F)F.CN.C1COCC1. The catalyst is C(Cl)Cl. The product is [CH3:42][O:41][C:33]1[CH:34]=[C:35]([C:36](=[O:37])[NH:45][CH3:44])[CH:39]=[CH:40][C:32]=1[NH:31][C:29]([CH:9]1[CH:8]([C:4]2[CH:5]=[CH:6][CH:7]=[C:2]([Cl:1])[C:3]=2[F:43])[C:12]([C:15]2[CH:20]=[CH:19][C:18]([Cl:21])=[CH:17][C:16]=2[F:22])([C:13]#[N:14])[CH:11]([CH2:23][C:24]([CH3:27])([CH3:26])[CH3:25])[N:10]1[CH3:28])=[O:30]. The yield is 0.315. (7) The reactants are [CH2:1]([O:3][C:4]1[C@H:5]([CH:13]([CH3:15])[CH3:14])[N:6]=[C:7]([O:10][CH2:11][CH3:12])[CH2:8][N:9]=1)[CH3:2].C([Li])CCC.CSC.[C:24]1(=[O:31])[CH2:30][CH2:29][CH2:28][CH2:27][CH:26]=[CH:25]1.N1C=CN=CC1. The catalyst is O1CCCC1. The product is [CH2:11]([O:10][C:7]1[C@@H:8]([CH:26]2[CH2:27][CH2:28][CH2:29][CH2:30][C:24](=[O:31])[CH2:25]2)[N:9]=[C:4]([O:3][CH2:1][CH3:2])[C@H:5]([CH:13]([CH3:14])[CH3:15])[N:6]=1)[CH3:12]. The yield is 0.720. (8) The reactants are [CH2:1]([O:8][N:9]1[C:15](=[O:16])[N:14]2[CH2:17][C@H:10]1[CH2:11][CH2:12][C@H:13]2[C:18]([OH:20])=O)[C:2]1[CH:7]=[CH:6][CH:5]=[CH:4][CH:3]=1.[NH2:21][O:22][C@H:23]1[CH2:27][NH:26][C:25](=[O:28])[CH2:24]1.ON1C2C=CC=CC=2N=N1.Cl.C(N=C=NCCCN(C)C)C. The catalyst is C(Cl)Cl.CN(C)C1C=CN=CC=1. The product is [CH2:1]([O:8][N:9]1[C:15](=[O:16])[N:14]2[CH2:17][C@H:10]1[CH2:11][CH2:12][C@H:13]2[C:18]([NH:21][O:22][C@@H:23]1[CH2:24][C:25](=[O:28])[NH:26][CH2:27]1)=[O:20])[C:2]1[CH:3]=[CH:4][CH:5]=[CH:6][CH:7]=1. The yield is 0.820.